From a dataset of Full USPTO retrosynthesis dataset with 1.9M reactions from patents (1976-2016). Predict the reactants needed to synthesize the given product. (1) Given the product [CH3:30][C:25]1([CH3:31])[C:26]([CH3:29])([CH3:28])[O:27][B:23]([C:2]2[CH:7]=[CH:6][C:5]([C:8]3([NH:11][C:12](=[O:22])[O:13][CH:14]4[CH:19]5[CH2:20][CH2:21][N:16]([CH2:17][CH2:18]5)[CH2:15]4)[CH2:10][CH2:9]3)=[CH:4][CH:3]=2)[O:24]1, predict the reactants needed to synthesize it. The reactants are: Br[C:2]1[CH:7]=[CH:6][C:5]([C:8]2([NH:11][C:12](=[O:22])[O:13][CH:14]3[CH:19]4[CH2:20][CH2:21][N:16]([CH2:17][CH2:18]4)[CH2:15]3)[CH2:10][CH2:9]2)=[CH:4][CH:3]=1.[B:23]1([B:23]2[O:27][C:26]([CH3:29])([CH3:28])[C:25]([CH3:31])([CH3:30])[O:24]2)[O:27][C:26]([CH3:29])([CH3:28])[C:25]([CH3:31])([CH3:30])[O:24]1.CC(O[K])=O. (2) Given the product [Br:13][CH2:2][C:3]1[CH:4]=[C:5]([CH2:9][C:10]#[N:11])[CH:6]=[CH:7][CH:8]=1, predict the reactants needed to synthesize it. The reactants are: O[CH2:2][C:3]1[CH:4]=[C:5]([CH2:9][C:10]#[N:11])[CH:6]=[CH:7][CH:8]=1.C(Br)(Br)(Br)[Br:13].C1C=CC(P(C2C=CC=CC=2)C2C=CC=CC=2)=CC=1.